This data is from Forward reaction prediction with 1.9M reactions from USPTO patents (1976-2016). The task is: Predict the product of the given reaction. (1) Given the reactants S(=O)(=O)(O)O.[C:6]([NH:13][NH2:14])(=[O:12])/[CH:7]=[CH:8]\[C:9]([OH:11])=O, predict the reaction product. The product is: [CH2:6]([N:13]1[C:6](=[O:12])[CH:7]=[CH:8][C:9]([OH:11])=[N:14]1)[CH2:7][CH2:8][CH3:9]. (2) Given the reactants [O:1]=[S:2](Cl)Cl.[Cl:5][C:6]1[CH:7]=[C:8]([CH2:13][C@H:14]([NH:17][C:18](=[O:24])[O:19][C:20]([CH3:23])([CH3:22])[CH3:21])[CH2:15][OH:16])[CH:9]=[N:10][C:11]=1[F:12].N1C=CC=CC=1, predict the reaction product. The product is: [Cl:5][C:6]1[CH:7]=[C:8]([CH2:13][C@H:14]2[CH2:15][O:16][S:2](=[O:1])[N:17]2[C:18]([O:19][C:20]([CH3:23])([CH3:22])[CH3:21])=[O:24])[CH:9]=[N:10][C:11]=1[F:12]. (3) Given the reactants [Br:1][C:2]1[CH:3]=[C:4]([C:9]([N+:14]([O-])=O)([CH2:12][OH:13])[CH2:10][OH:11])[C:5]([Cl:8])=[N:6][CH:7]=1.N1C=CC=CC=1.[Cl:23][CH2:24][C:25](Cl)=[O:26].Cl.C([O-])([O-])=O.[K+].[K+], predict the reaction product. The product is: [Br:1][C:2]1[CH:3]=[C:4]([C:9]([NH:14][C:25](=[O:26])[CH2:24][Cl:23])([CH2:12][OH:13])[CH2:10][OH:11])[C:5]([Cl:8])=[N:6][CH:7]=1. (4) Given the reactants N1C=CC=CC=1.[CH3:7][S:8](Cl)(=[O:10])=[O:9].[NH2:12][C:13]1[CH:14]=[CH:15][C:16]([O:26][CH3:27])=[C:17]([CH2:19][CH2:20][C:21]([O:23][CH2:24][CH3:25])=[O:22])[CH:18]=1, predict the reaction product. The product is: [CH3:27][O:26][C:16]1[CH:15]=[CH:14][C:13]([NH:12][S:8]([CH3:7])(=[O:10])=[O:9])=[CH:18][C:17]=1[CH2:19][CH2:20][C:21]([O:23][CH2:24][CH3:25])=[O:22]. (5) Given the reactants [CH3:1][CH:2]([CH3:6])[C:3]([NH2:5])=O.F[B-](F)(F)F.C([O+](CC)CC)C.N[C:20]1[C:21]([NH:29][C@H:30]2[CH2:35][CH2:34][C@H:33]([CH2:36][C:37]#[N:38])[CH2:32][CH2:31]2)=[C:22]2[S:28][CH:27]=[CH:26][C:23]2=[N:24][CH:25]=1, predict the reaction product. The product is: [CH:2]([C:3]1[N:29]([C@H:30]2[CH2:31][CH2:32][C@H:33]([CH2:36][C:37]#[N:38])[CH2:34][CH2:35]2)[C:21]2=[C:22]3[S:28][CH:27]=[CH:26][C:23]3=[N:24][CH:25]=[C:20]2[N:5]=1)([CH3:6])[CH3:1]. (6) Given the reactants C(OC(=O)[N:7]([CH2:33][C:34]1[CH:39]=[CH:38][C:37]([Cl:40])=[CH:36][CH:35]=1)[CH2:8][CH2:9][N:10]1[C:19]2[C:14]([C:15](=[O:21])[NH:16][C:17](=[O:20])[N:18]=2)=[N:13][C:12]2[CH:22]=[C:23]([CH3:32])[C:24]([O:26][CH:27]3[CH2:31][CH2:30][CH2:29][CH2:28]3)=[CH:25][C:11]1=2)(C)(C)C, predict the reaction product. The product is: [Cl:40][C:37]1[CH:36]=[CH:35][C:34]([CH2:33][NH:7][CH2:8][CH2:9][N:10]2[C:19]3[C:14]([C:15](=[O:21])[NH:16][C:17](=[O:20])[N:18]=3)=[N:13][C:12]3[CH:22]=[C:23]([CH3:32])[C:24]([O:26][CH:27]4[CH2:28][CH2:29][CH2:30][CH2:31]4)=[CH:25][C:11]2=3)=[CH:39][CH:38]=1. (7) Given the reactants Br[C:2]1[CH:14]=[CH:13][C:5]2[NH:6][C:7](=S)[CH:8](C)[CH2:9][NH:10][C:4]=2[CH:3]=1.[C:15]([NH:18][NH2:19])(=O)C, predict the reaction product. The product is: [CH:15]1[N:6]2[C:5]3[CH:13]=[CH:14][CH:2]=[CH:3][C:4]=3[N:10]=[CH:9][CH2:8][C:7]2=[N:19][N:18]=1. (8) Given the reactants Br[CH2:2][C:3]1[C:4]([F:16])=[C:5]([CH:13]=[CH:14][CH:15]=1)[C:6]([NH:8][C:9]([CH3:12])([CH3:11])[CH3:10])=[O:7].[CH:17]1([NH:21][C:22]([NH:24][C:25]2[CH:30]=[CH:29][C:28]([C:31]([N:33]3[CH2:38][CH2:37][NH:36][CH2:35][CH2:34]3)=[O:32])=[CH:27][CH:26]=2)=[O:23])[CH2:20][CH2:19][CH2:18]1.C(N(CC)CC)C, predict the reaction product. The product is: [C:9]([NH:8][C:6](=[O:7])[C:5]1[CH:13]=[CH:14][CH:15]=[C:3]([CH2:2][N:36]2[CH2:37][CH2:38][N:33]([C:31](=[O:32])[C:28]3[CH:29]=[CH:30][C:25]([NH:24][C:22]([NH:21][CH:17]4[CH2:18][CH2:19][CH2:20]4)=[O:23])=[CH:26][CH:27]=3)[CH2:34][CH2:35]2)[C:4]=1[F:16])([CH3:12])([CH3:11])[CH3:10]. (9) Given the reactants C(OC(=O)[NH:7][C:8]1[CH:13]=[C:12]([Cl:14])[C:11]([Cl:15])=[CH:10][C:9]=1[C:16]#[C:17][C:18]1[CH:23]=[CH:22][C:21]([C:24]#[N:25])=[CH:20][CH:19]=1)(C)(C)C.[F-].C([N+](CCCC)(CCCC)CCCC)CCC, predict the reaction product. The product is: [Cl:15][C:11]1[CH:10]=[C:9]2[C:8](=[CH:13][C:12]=1[Cl:14])[NH:7][C:17]([C:18]1[CH:23]=[CH:22][C:21]([C:24]#[N:25])=[CH:20][CH:19]=1)=[CH:16]2.